From a dataset of Forward reaction prediction with 1.9M reactions from USPTO patents (1976-2016). Predict the product of the given reaction. (1) Given the reactants [C:1]([N:4]1[C:13]2[C:8](=[CH:9][C:10]([C:14]3[CH:19]=[CH:18][C:17]([CH2:20][N:21]4[CH2:26][CH2:25][CH2:24][CH2:23][CH2:22]4)=[CH:16][CH:15]=3)=[CH:11][CH:12]=2)[CH:7]([NH:27]C=O)[CH2:6][CH:5]1[CH3:30])(=[O:3])[CH3:2].Cl, predict the reaction product. The product is: [C:1]([N:4]1[C:13]2[C:8](=[CH:9][C:10]([C:14]3[CH:19]=[CH:18][C:17]([CH2:20][N:21]4[CH2:26][CH2:25][CH2:24][CH2:23][CH2:22]4)=[CH:16][CH:15]=3)=[CH:11][CH:12]=2)[C@H:7]([NH2:27])[CH2:6][C@@H:5]1[CH3:30])(=[O:3])[CH3:2]. (2) Given the reactants Cl[C:2]1[N:7]=[C:6](O)[CH:5]=[CH:4][CH:3]=1.C(=O)([O-])[O-].[K+].[K+].[CH2:15](Cl)[C:16]1[CH:21]=CC=C[CH:17]=1, predict the reaction product. The product is: [C:16]([C:4]1[CH:5]=[CH:6][N:7]=[CH:2][CH:3]=1)([CH3:21])([CH3:17])[CH3:15]. (3) Given the reactants [CH2:1]([C:3]([CH2:19][CH3:20])([C:16]([O-:18])=[O:17])[C:4]([O:6]C(C)CCCCCCC)=[O:5])C.[OH-].[K+].[CH2:23](O)[CH3:24], predict the reaction product. The product is: [CH3:1][C:3]([CH2:19][CH2:20][CH2:1][CH2:3][CH2:19][CH2:20][CH2:23][CH3:24])([C:16]([OH:18])=[O:17])[C:4]([OH:6])=[O:5]. (4) The product is: [NH2:1][C:2]1[C:3]([F:14])=[C:4]([F:13])[C:5]([C:6]([O:8][CH3:19])=[O:7])=[C:9]([F:12])[C:10]=1[F:11]. Given the reactants [NH2:1][C:2]1[C:10]([F:11])=[C:9]([F:12])[C:5]([C:6]([OH:8])=[O:7])=[C:4]([F:13])[C:3]=1[F:14].S(Cl)(Cl)=O.[CH3:19]O, predict the reaction product. (5) Given the reactants C(N(CC)CC)C.[C:8]([O:12][CH2:13][CH2:14][OH:15])([CH3:11])([CH3:10])[CH3:9].[CH3:16][S:17](Cl)(=[O:19])=[O:18], predict the reaction product. The product is: [CH3:16][S:17]([O:15][CH2:14][CH2:13][O:12][C:8]([CH3:11])([CH3:10])[CH3:9])(=[O:19])=[O:18]. (6) Given the reactants [C:1]1([OH:7])[CH:6]=[CH:5][CH:4]=[CH:3][CH:2]=1.[Br:8][C:9]1[CH:14]=[CH:13][C:12]([I:15])=[CH:11][C:10]=1[CH2:16]Cl.[Na+].[I-].O, predict the reaction product. The product is: [Br:8][C:9]1[CH:14]=[CH:13][C:12]([I:15])=[CH:11][C:10]=1[CH2:16][O:7][C:1]1[CH:6]=[CH:5][CH:4]=[CH:3][CH:2]=1. (7) Given the reactants [CH3:1][O:2][C:3](=[O:14])[C:4]1[CH:9]=[CH:8][CH:7]=[C:6]([N+:10]([O-])=O)[C:5]=1[NH2:13].[CH:15]1[C:24]2[C:19](=[CH:20][CH:21]=[CH:22][CH:23]=2)[CH:18]=[C:17]([C:25](O)=[O:26])[N:16]=1.CN(C(ON1N=NC2C=CC=CC1=2)=[N+](C)C)C.F[P-](F)(F)(F)(F)F, predict the reaction product. The product is: [CH3:1][O:2][C:3](=[O:14])[C:4]1[CH:9]=[CH:8][CH:7]=[C:6]([NH2:10])[C:5]=1[NH2:13].[CH3:1][O:2][C:3](=[O:14])[C:4]1[CH:9]=[CH:8][CH:7]=[C:6]([NH:10][C:25]([C:17]2[N:16]=[CH:15][C:24]3[C:19]([CH:18]=2)=[CH:20][CH:21]=[CH:22][CH:23]=3)=[O:26])[C:5]=1[NH2:13].